Dataset: Peptide-MHC class I binding affinity with 185,985 pairs from IEDB/IMGT. Task: Regression. Given a peptide amino acid sequence and an MHC pseudo amino acid sequence, predict their binding affinity value. This is MHC class I binding data. (1) The peptide sequence is LMLHQQYNQ. The MHC is HLA-A02:12 with pseudo-sequence HLA-A02:12. The binding affinity (normalized) is 0.517. (2) The peptide sequence is QLSLKMLSL. The MHC is HLA-A02:06 with pseudo-sequence HLA-A02:06. The binding affinity (normalized) is 0.0847. (3) The peptide sequence is HLKEKSSLR. The MHC is HLA-B57:01 with pseudo-sequence HLA-B57:01. The binding affinity (normalized) is 0.0847. (4) The peptide sequence is LRIVIYIVQ. The MHC is Mamu-B08 with pseudo-sequence Mamu-B08. The binding affinity (normalized) is 0.109. (5) The peptide sequence is QAEVEWKFY. The MHC is HLA-A23:01 with pseudo-sequence HLA-A23:01. The binding affinity (normalized) is 0. (6) The peptide sequence is QRASNVFDL. The MHC is HLA-B07:02 with pseudo-sequence HLA-B07:02. The binding affinity (normalized) is 0.213. (7) The peptide sequence is RPAIVVPAF. The MHC is HLA-A31:01 with pseudo-sequence HLA-A31:01. The binding affinity (normalized) is 0.0847. (8) The peptide sequence is RLYSEGLSI. The MHC is HLA-B15:01 with pseudo-sequence HLA-B15:01. The binding affinity (normalized) is 0.860. (9) The peptide sequence is FLGKIWSS. The MHC is HLA-A02:12 with pseudo-sequence HLA-A02:12. The binding affinity (normalized) is 1.00.